From a dataset of Full USPTO retrosynthesis dataset with 1.9M reactions from patents (1976-2016). Predict the reactants needed to synthesize the given product. (1) Given the product [CH3:1][C:2]1[CH:6]=[C:5]([NH:7][C:8]2[N:13]=[C:12]([NH:14][C@@H:15]3[CH2:20][CH2:19][CH2:18][N:17]([C:24](=[O:27])[C:25]#[CH:26])[CH2:16]3)[C:11]3=[CH:21][CH:22]=[CH:23][N:10]3[N:9]=2)[S:4][N:3]=1, predict the reactants needed to synthesize it. The reactants are: [CH3:1][C:2]1[CH:6]=[C:5]([NH:7][C:8]2[N:13]=[C:12]([NH:14][C@@H:15]3[CH2:20][CH2:19][CH2:18][NH:17][CH2:16]3)[C:11]3=[CH:21][CH:22]=[CH:23][N:10]3[N:9]=2)[S:4][N:3]=1.[C:24](O)(=[O:27])[C:25]#[CH:26].C(N(CC)C(C)C)(C)C.CN(C(ON1N=NC2C=CC=CC1=2)=[N+](C)C)C.[B-](F)(F)(F)F. (2) Given the product [ClH:37].[F:31][C:7]1[CH:8]=[C:9]([C:11]2[N:16]=[C:15]3[N:17]([CH2:20][C:21]4[CH:22]=[C:23]5[C:28](=[CH:29][CH:30]=4)[N:27]=[CH:26][CH:25]=[CH:24]5)[N:18]=[N:19][C:14]3=[CH:13][CH:12]=2)[CH:10]=[C:2]([F:1])[C:3]=1[C:4]([NH2:6])=[O:5], predict the reactants needed to synthesize it. The reactants are: [F:1][C:2]1[CH:10]=[C:9]([C:11]2[N:16]=[C:15]3[N:17]([CH2:20][C:21]4[CH:22]=[C:23]5[C:28](=[CH:29][CH:30]=4)[N:27]=[CH:26][CH:25]=[CH:24]5)[N:18]=[N:19][C:14]3=[CH:13][CH:12]=2)[CH:8]=[C:7]([F:31])[C:3]=1[C:4]([NH2:6])=[O:5].CCOCC.[ClH:37]. (3) Given the product [ClH:40].[NH2:25][CH2:24][C:13]1[N:14]([CH2:20][CH:21]([CH3:23])[CH3:22])[C:15](=[O:19])[C:16]2[C:11]([C:12]=1[C:33]1[CH:34]=[CH:35][CH:36]=[CH:37][CH:38]=1)=[CH:10][C:9]([C:7]1[S:8][C:4]([C:2]([NH2:1])=[O:3])=[C:5]([CH3:39])[N:6]=1)=[CH:18][CH:17]=2, predict the reactants needed to synthesize it. The reactants are: [NH2:1][C:2]([C:4]1[S:8][C:7]([C:9]2[CH:10]=[C:11]3[C:16](=[CH:17][CH:18]=2)[C:15](=[O:19])[N:14]([CH2:20][CH:21]([CH3:23])[CH3:22])[C:13]([CH2:24][NH:25]C(=O)OC(C)(C)C)=[C:12]3[C:33]2[CH:38]=[CH:37][CH:36]=[CH:35][CH:34]=2)=[N:6][C:5]=1[CH3:39])=[O:3].[ClH:40]. (4) The reactants are: [CH2:1]([N:8]1[C@H:13]([CH3:14])[CH2:12][O:11][CH:10]([CH3:15])[C:9]1=[O:16])[C:2]1[CH:7]=[CH:6][CH:5]=[CH:4][CH:3]=1.[CH3:17][Si](C)(C)[N-][Si](C)(C)C.[Li+].[CH2:27](I)[CH:28]=C. Given the product [CH2:15]([C:10]1([CH3:17])[O:11][CH2:12][C@@H:13]([CH3:14])[N:8]([CH2:1][C:2]2[CH:3]=[CH:4][CH:5]=[CH:6][CH:7]=2)[C:9]1=[O:16])[CH:27]=[CH2:28], predict the reactants needed to synthesize it. (5) Given the product [CH3:57][O:56][C:54](=[O:55])[NH:53][CH:49]([C:48]([N:42]1[CH:41]([C:38]2[NH:37][C:36]([C:29]3[CH:30]=[CH:31][C:32]4[C:33]5[C:25](=[CH:24][C:23]([C:20]6[CH:21]=[CH:22][C:16]7[N:15]=[C:14]([CH:13]8[CH:12]9[CH2:61][CH:9]([CH2:10][CH2:11]9)[N:8]8[C:78](=[O:79])[CH:77]([NH:76][C:74]([O:73][CH3:72])=[O:75])[CH3:81])[NH:18][C:17]=7[CH:19]=6)=[CH:35][CH:34]=5)[C:26]([F:60])([F:59])[C:27]=4[CH:28]=3)=[CH:40][N:39]=2)[CH2:47][C:44]2([CH2:45][CH2:46]2)[CH2:43]1)=[O:58])[CH:50]([CH3:52])[CH3:51], predict the reactants needed to synthesize it. The reactants are: C(OC([N:8]1[CH:13]([C:14]2[NH:18][C:17]3[CH:19]=[C:20]([C:23]4[CH:35]=[CH:34][C:33]5[C:32]6[C:27](=[CH:28][C:29]([C:36]7[NH:37][C:38]([CH:41]8[CH2:47][C:44]9([CH2:46][CH2:45]9)[CH2:43][N:42]8[C:48](=[O:58])[CH:49]([NH:53][C:54]([O:56][CH3:57])=[O:55])[CH:50]([CH3:52])[CH3:51])=[N:39][CH:40]=7)=[CH:30][CH:31]=6)[C:26]([F:60])([F:59])[C:25]=5[CH:24]=4)[CH:21]=[CH:22][C:16]=3[N:15]=2)[CH:12]2[CH2:61][CH:9]1[CH2:10][CH2:11]2)=O)(C)(C)C.Cl.CCN(C(C)C)C(C)C.[CH3:72][O:73][C:74]([NH:76][CH:77]([CH3:81])[C:78](O)=[O:79])=[O:75].CN(C(ON1N=NC2C=CC=NC1=2)=[N+](C)C)C.F[P-](F)(F)(F)(F)F.